Regression. Given a peptide amino acid sequence and an MHC pseudo amino acid sequence, predict their binding affinity value. This is MHC class II binding data. From a dataset of Peptide-MHC class II binding affinity with 134,281 pairs from IEDB. (1) The peptide sequence is LGGVMGGLWKYLNAV. The MHC is DRB4_0103 with pseudo-sequence DRB4_0103. The binding affinity (normalized) is 0.738. (2) The peptide sequence is PLYKLVHVFINTQYA. The MHC is HLA-DQA10104-DQB10503 with pseudo-sequence HLA-DQA10104-DQB10503. The binding affinity (normalized) is 0.460. (3) The peptide sequence is GAGAAPLSWSKEIYN. The MHC is DRB1_0301 with pseudo-sequence DRB1_0301. The binding affinity (normalized) is 0.0609. (4) The peptide sequence is APQLPDDLMIRVIAQ. The MHC is HLA-DPA10201-DPB11401 with pseudo-sequence HLA-DPA10201-DPB11401. The binding affinity (normalized) is 0. (5) The peptide sequence is YDKNLANVSTVLTGK. The MHC is DRB1_0401 with pseudo-sequence DRB1_0401. The binding affinity (normalized) is 0.521. (6) The peptide sequence is EKKKFAATQFEPLAA. The MHC is HLA-DQA10501-DQB10201 with pseudo-sequence HLA-DQA10501-DQB10201. The binding affinity (normalized) is 0.381.